Dataset: Forward reaction prediction with 1.9M reactions from USPTO patents (1976-2016). Task: Predict the product of the given reaction. (1) Given the reactants [NH2:1][C:2]1[CH:3]=[C:4]([NH:22][C:23](=[O:32])[O:24][CH2:25][C:26]2[CH:31]=[CH:30][CH:29]=[CH:28][CH:27]=2)[CH:5]=[N:6][C:7]=1[S:8](=[O:21])(=[O:20])[NH:9][C:10]1[CH:11]=[CH:12][C:13]2[CH2:17][O:16][B:15]([OH:18])[C:14]=2[CH:19]=1.Cl[C:34]1[CH:39]=[CH:38][C:37]([N+:40]([O-:42])=[O:41])=[CH:36][N:35]=1.C(=O)([O-])[O-].[K+].[K+], predict the reaction product. The product is: [OH:18][B:15]1[C:14]2[CH:19]=[C:10]([NH:9][S:8]([C:7]3[N:6]=[CH:5][C:4]([NH:22][C:23](=[O:32])[O:24][CH2:25][C:26]4[CH:27]=[CH:28][CH:29]=[CH:30][CH:31]=4)=[CH:3][C:2]=3[NH:1][C:34]3[CH:39]=[CH:38][C:37]([N+:40]([O-:42])=[O:41])=[CH:36][N:35]=3)(=[O:21])=[O:20])[CH:11]=[CH:12][C:13]=2[CH2:17][O:16]1. (2) Given the reactants [OH:1][C:2]1[CH:9]=[CH:8][CH:7]=[CH:6][C:3]=1[C:4]#[N:5].[CH:10]1[CH:15]=[CH:14][C:13]([CH2:16][O:17][CH2:18][CH2:19][O:20][CH2:21][CH2:22]O)=[CH:12][CH:11]=1.N(C(N(C)C)=O)=NC(N(C)C)=O.C(P(CCCC)CCCC)CCC, predict the reaction product. The product is: [CH2:16]([O:17][CH2:18][CH2:19][O:20][CH2:21][CH2:22][O:1][C:2]1[CH:9]=[CH:8][CH:7]=[CH:6][C:3]=1[C:4]#[N:5])[C:13]1[CH:14]=[CH:15][CH:10]=[CH:11][CH:12]=1. (3) Given the reactants [NH2:1][C@@H:2]1[CH2:7][CH2:6][C@H:5]([C:8]([NH:10][CH2:11][C:12]2[CH:21]=[CH:20][C:15]([C:16]([O:18][CH3:19])=[O:17])=[CH:14][CH:13]=2)=[O:9])[CH2:4][CH2:3]1.[Cl:22][C:23]1[N:28]=[C:27](Cl)[N:26]=[C:25]([NH:30][CH2:31][C@@H:32]([C:34]2[CH:39]=[CH:38][CH:37]=[CH:36][CH:35]=2)[CH3:33])[N:24]=1.[OH-].[Na+], predict the reaction product. The product is: [Cl:22][C:23]1[N:24]=[C:25]([NH:30][CH2:31][C@@H:32]([C:34]2[CH:39]=[CH:38][CH:37]=[CH:36][CH:35]=2)[CH3:33])[N:26]=[C:27]([NH:1][C@@H:2]2[CH2:7][CH2:6][C@H:5]([C:8]([NH:10][CH2:11][C:12]3[CH:21]=[CH:20][C:15]([C:16]([O:18][CH3:19])=[O:17])=[CH:14][CH:13]=3)=[O:9])[CH2:4][CH2:3]2)[N:28]=1. (4) Given the reactants [CH2:1]([O:3][C:4]1[CH:9]=[CH:8][C:7]([CH:10]2[CH2:15][CH:14](C3CCC(CCC)CC3)O[C:12]([CH2:26][CH2:27][CH2:28][CH2:29][CH:30]3[CH2:35][CH2:34][CH2:33][CH2:32][CH2:31]3)(O)[CH2:11]2)=[C:6]([F:36])[C:5]=1[F:37])[CH3:2].O.[C:39]1([CH3:49])[CH:44]=[CH:43][C:42](S(O)(=O)=O)=[CH:41][CH:40]=1.[Na].[C:51](=[O:54])(O)[O-].[Na+].[C:56]1(C)C=CC=CC=1, predict the reaction product. The product is: [CH2:1]([O:3][C:4]1[CH:9]=[CH:8][C:7]([CH:10]2[CH2:11][CH2:12][CH:26]([CH2:27][CH2:28][CH2:29][CH2:30][C:31]3[CH2:32][CH2:33][CH:34]([CH:35]4[CH2:43][CH2:44][CH:39]([CH2:40][CH2:41][CH3:42])[CH2:49][CH2:56]4)[O:54][CH:51]=3)[CH2:14][CH2:15]2)=[C:6]([F:36])[C:5]=1[F:37])[CH3:2]. (5) Given the reactants N1C2CCNCCC=2C=C[CH:2]=1.[Br:12][C:13]1[CH:14]=[N:15][C:16]2[N:17]([N:19]=[C:20]([C:22]([N:24]3[CH2:30][CH2:29][C:28]4[N:31]=[CH:32][NH:33][C:27]=4[CH2:26][CH2:25]3)=[O:23])[CH:21]=2)[CH:18]=1.CI.C(=O)([O-])[O-].[K+].[K+], predict the reaction product. The product is: [Br:12][C:13]1[CH:14]=[N:15][C:16]2[N:17]([N:19]=[C:20]([C:22]([N:24]3[CH2:30][CH2:29][C:28]4[N:31]=[CH:32][N:33]([CH3:2])[C:27]=4[CH2:26][CH2:25]3)=[O:23])[CH:21]=2)[CH:18]=1. (6) Given the reactants [CH3:1][N:2]1[C@@H:19]2[CH2:20][C:7]3[CH:8]=[CH:9][C:10]([O:21][CH3:22])=[C:11]4[O:12][C@H:13]5[C:14]([CH:16]=[CH:17][C@@H:18]2[C@:5]5([C:6]=34)[CH2:4][CH2:3]1)=[O:15].[CH3:23][N:24]1[C@@H:34]2[CH2:35][C:36]3[CH:41]=[CH:40][C:39]([O:42][CH3:43])=[C:38]4[O:44][CH:28]5[C:29]([CH:31]=[CH:32][C@:33]2([OH:45])[C@:27]5([C:37]=34)[CH2:26][CH2:25]1)=[O:30].P(=O)(O)(O)O, predict the reaction product. The product is: [CH3:1][N:2]1[C@@H:19]2[CH2:20][C:7]3[CH:8]=[CH:9][C:10]([O:21][CH3:22])=[C:11]4[O:12][C@H:13]5[C:14]([CH:16]=[CH:17][C@@H:18]2[C@:5]5([C:6]=34)[CH2:4][CH2:3]1)=[O:15].[CH3:23][N:24]1[C@@H:34]2[CH2:35][C:36]3[CH:41]=[CH:40][C:39]([O:42][CH3:43])=[C:38]4[O:44][CH:28]5[C:29]([CH:31]=[CH:32][C@:33]2([OH:45])[C@:27]5([C:37]=34)[CH2:26][CH2:25]1)=[O:30]. (7) The product is: [F:31][C:32]([F:42])([F:43])[CH2:33][O:34][C:35]1[CH:36]=[CH:37][C:38]([N:41]2[CH2:13][CH2:12][C:6]3([CH2:7][CH2:8][N:9]([S:25]([C:20]4[CH:21]=[CH:22][CH:23]=[CH:24][C:19]=4[O:18][C:17]([F:30])([F:29])[F:16])(=[O:27])=[O:26])[CH2:10][CH2:11]3)[C:4]2=[O:5])=[CH:39][CH:40]=1. Given the reactants C(O[C:4]([C:6]1([CH2:12][CH2:13]OC)[CH2:11][CH2:10][NH:9][CH2:8][CH2:7]1)=[O:5])C.[F:16][C:17]([F:30])([F:29])[O:18][C:19]1[CH:24]=[CH:23][CH:22]=[CH:21][C:20]=1[S:25](Cl)(=[O:27])=[O:26].[F:31][C:32]([F:43])([F:42])[CH2:33][O:34][C:35]1[CH:40]=[CH:39][C:38]([NH2:41])=[CH:37][CH:36]=1, predict the reaction product.